This data is from Forward reaction prediction with 1.9M reactions from USPTO patents (1976-2016). The task is: Predict the product of the given reaction. (1) Given the reactants [I-].[Li+].[OH:3][CH:4]([C:18]1[CH:23]=[CH:22][CH:21]=[C:20]([O:24][CH2:25][C:26]([O:28]C)=[O:27])[CH:19]=1)[CH:5]([C:12]1[CH:17]=[CH:16][CH:15]=[CH:14][CH:13]=1)[CH:6]1[S:11][CH2:10][CH2:9][CH2:8][S:7]1.Cl, predict the reaction product. The product is: [OH:3][CH:4]([C:18]1[CH:23]=[CH:22][CH:21]=[C:20]([O:24][CH2:25][C:26]([OH:28])=[O:27])[CH:19]=1)[CH:5]([C:12]1[CH:17]=[CH:16][CH:15]=[CH:14][CH:13]=1)[CH:6]1[S:11][CH2:10][CH2:9][CH2:8][S:7]1. (2) Given the reactants [NH2:1][C:2]1[C:7]([NH2:8])=[CH:6][C:5]([C:9]2[C:10]([CH3:15])=[N:11][O:12][C:13]=2[CH3:14])=[CH:4][C:3]=1[C:16]([C:24]1[CH:29]=[CH:28][CH:27]=[CH:26][N:25]=1)([C:18]1[CH:23]=[CH:22][CH:21]=[CH:20][N:19]=1)[OH:17].Cl.[CH:31]1([C:35](=N)OCC)[CH2:34][CH2:33][CH2:32]1, predict the reaction product. The product is: [CH:31]1([C:35]2[NH:8][C:7]3[CH:6]=[C:5]([C:9]4[C:10]([CH3:15])=[N:11][O:12][C:13]=4[CH3:14])[CH:4]=[C:3]([C:16]([C:18]4[CH:23]=[CH:22][CH:21]=[CH:20][N:19]=4)([C:24]4[CH:29]=[CH:28][CH:27]=[CH:26][N:25]=4)[OH:17])[C:2]=3[N:1]=2)[CH2:34][CH2:33][CH2:32]1. (3) Given the reactants [CH:1](=[O:14])/[CH:2]=[CH:3]/[CH:4]=[CH:5]\[CH2:6]/[CH:7]=[CH:8]\[CH2:9][CH2:10][CH2:11][CH2:12][CH3:13].C(O)C#CCCCCC.C(O)/C=C/C#C, predict the reaction product. The product is: [CH:1](=[O:14])[CH:2]=[CH:3][CH:4]=[CH:5][CH2:6][CH:7]=[CH:8][CH2:9][CH2:10][CH2:11][CH2:12][CH3:13]. (4) Given the reactants [CH2:1]([O:3][C:4]([N:6]1[CH2:11][CH2:10][CH:9]([NH:12][C:13]2[C:18]([N+:19]([O-])=O)=[CH:17][CH:16]=[CH:15][C:14]=2[CH3:22])[CH2:8][CH2:7]1)=[O:5])[CH3:2], predict the reaction product. The product is: [NH2:19][C:18]1[CH:17]=[CH:16][CH:15]=[C:14]([CH3:22])[C:13]=1[NH:12][CH:9]1[CH2:8][CH2:7][N:6]([C:4]([O:3][CH2:1][CH3:2])=[O:5])[CH2:11][CH2:10]1. (5) Given the reactants [CH3:1][C:2]1[CH:3]=[N:4][CH:5]=[C:6]([CH:16]=1)[C:7]([NH:9][CH:10]1[CH2:15][CH2:14][NH:13][CH2:12][CH2:11]1)=[O:8].[CH2:17]([O:19][C:20]1[CH:21]=[C:22]([CH:25]=[CH:26][C:27]=1[OH:28])[CH:23]=O)[CH3:18], predict the reaction product. The product is: [CH2:17]([O:19][C:20]1[CH:21]=[C:22]([CH:25]=[CH:26][C:27]=1[OH:28])[CH2:23][N:13]1[CH2:12][CH2:11][CH:10]([NH:9][C:7](=[O:8])[C:6]2[CH:16]=[C:2]([CH3:1])[CH:3]=[N:4][CH:5]=2)[CH2:15][CH2:14]1)[CH3:18]. (6) Given the reactants [CH3:1][O:2][C:3]1[N:8]=[C:7]([O:9][CH3:10])[C:6]([C:11]2[CH:20]=[C:19]3[C:14]([C:15](Cl)=[C:16]([C:21]([NH2:23])=[O:22])[CH:17]=[N:18]3)=[CH:13][CH:12]=2)=[CH:5][N:4]=1.[NH2:25][C:26]1[CH:27]=[C:28]([CH:32]=[C:33]([C:35]2[O:36][CH:37]=[CH:38][CH:39]=2)[CH:34]=1)[C:29]([OH:31])=[O:30], predict the reaction product. The product is: [NH2:23][C:21]([C:16]1[CH:17]=[N:18][C:19]2[C:14]([C:15]=1[NH:25][C:26]1[CH:27]=[C:28]([CH:32]=[C:33]([C:35]3[O:36][CH:37]=[CH:38][CH:39]=3)[CH:34]=1)[C:29]([OH:31])=[O:30])=[CH:13][CH:12]=[C:11]([C:6]1[C:7]([O:9][CH3:10])=[N:8][C:3]([O:2][CH3:1])=[N:4][CH:5]=1)[CH:20]=2)=[O:22]. (7) Given the reactants [I:1]I.[CH2:3]([NH:10][C:11]1[CH:16]=[C:15]([CH3:17])[N:14]=[C:13]([NH2:18])[N:12]=1)[C:4]1[CH:9]=[CH:8][CH:7]=[CH:6][CH:5]=1, predict the reaction product. The product is: [CH2:3]([NH:10][C:11]1[C:16]([I:1])=[C:15]([CH3:17])[N:14]=[C:13]([NH2:18])[N:12]=1)[C:4]1[CH:5]=[CH:6][CH:7]=[CH:8][CH:9]=1.